This data is from Peptide-MHC class II binding affinity with 134,281 pairs from IEDB. The task is: Regression. Given a peptide amino acid sequence and an MHC pseudo amino acid sequence, predict their binding affinity value. This is MHC class II binding data. (1) The peptide sequence is LLGQNTAAIAAIEAQ. The MHC is DRB1_0404 with pseudo-sequence DRB1_0404. The binding affinity (normalized) is 0.372. (2) The peptide sequence is KLALGGSIAVKITEH. The MHC is DRB1_1501 with pseudo-sequence DRB1_1501. The binding affinity (normalized) is 0.428. (3) The peptide sequence is LNYMSPHHKKLAQAV. The MHC is DRB1_0701 with pseudo-sequence DRB1_0701. The binding affinity (normalized) is 0.566. (4) The peptide sequence is FGTMPSLTLACLTKQ. The MHC is H-2-IAb with pseudo-sequence H-2-IAb. The binding affinity (normalized) is 0.123. (5) The MHC is HLA-DPA10103-DPB10401 with pseudo-sequence HLA-DPA10103-DPB10401. The peptide sequence is LSSTGSSCLFVLILF. The binding affinity (normalized) is 0.281. (6) The peptide sequence is RKAGKSVVVLNRKTF. The MHC is HLA-DQA10201-DQB10303 with pseudo-sequence HLA-DQA10201-DQB10303. The binding affinity (normalized) is 0.269. (7) The MHC is DRB1_0101 with pseudo-sequence DRB1_0101. The peptide sequence is LGNIVDKYNKQLMVS. The binding affinity (normalized) is 0.238. (8) The peptide sequence is DRWLDLRYVGPASAD. The MHC is DRB1_0701 with pseudo-sequence DRB1_0701. The binding affinity (normalized) is 0.351. (9) The peptide sequence is RIDTPDKLTGPFTVR. The MHC is HLA-DQA10501-DQB10301 with pseudo-sequence HLA-DQA10501-DQB10301. The binding affinity (normalized) is 0.216.